From a dataset of Reaction yield outcomes from USPTO patents with 853,638 reactions. Predict the reaction yield, written as a fraction of the theoretical maximum amount of product (1.0 means a 100% yield; for example, 0.34 means a 34% yield). (1) The reactants are [NH2:1][C:2]1[CH:10]=[CH:9][C:5]([C:6](O)=[O:7])=[CH:4][C:3]=1[Cl:11].C[CH2:13][N:14]=C=NCCCN(C)C.Cl.CN.C(=O)(O)[O-].[Na+]. The catalyst is CN(C=O)C. The product is [NH2:1][C:2]1[CH:10]=[CH:9][C:5]([C:6]([NH:14][CH3:13])=[O:7])=[CH:4][C:3]=1[Cl:11]. The yield is 0.890. (2) The reactants are [F:1][C:2]1[CH:3]=[C:4]([CH:6]=[CH:7][C:8]=1[N:9]1[CH:13]=[CH:12][C:11]([C:14]2[CH:19]=[CH:18][CH:17]=[CH:16][N:15]=2)=[N:10]1)[NH2:5].C(=O)([O-])[O-].[K+].[K+].[CH:26]1[CH:31]=[CH:30][C:29]([CH2:32][O:33][C:34](Cl)=[O:35])=[CH:28][CH:27]=1.O. The catalyst is ClCCl. The product is [CH2:32]([O:33][C:34](=[O:35])[NH:5][C:4]1[CH:6]=[CH:7][C:8]([N:9]2[CH:13]=[CH:12][C:11]([C:14]3[CH:19]=[CH:18][CH:17]=[CH:16][N:15]=3)=[N:10]2)=[C:2]([F:1])[CH:3]=1)[C:29]1[CH:30]=[CH:31][CH:26]=[CH:27][CH:28]=1. The yield is 0.808. (3) The reactants are [Cl:1][C:2]1[CH:3]=[C:4]([C@H:8]([O:22][CH2:23][CH2:24][NH:25][C:26]([O:28]C)=[O:27])[C@@H:9]2[CH2:14][CH2:13][CH2:12][N:11](C(OC(C)(C)C)=O)[CH2:10]2)[CH:5]=[CH:6][CH:7]=1.C(Cl)Cl.[C:33]([OH:39])([C:35]([F:38])([F:37])[F:36])=[O:34]. No catalyst specified. The product is [OH:39][C:33]([C:35]([F:38])([F:37])[F:36])=[O:34].[Cl:1][C:2]1[CH:3]=[C:4]([C@@H:8]([C@@H:9]2[CH2:14][CH2:13][CH2:12][NH:11][CH2:10]2)[O:22][CH2:23][CH2:24][NH:25][C:26](=[O:27])[OH:28])[CH:5]=[CH:6][CH:7]=1. The yield is 1.00. (4) The reactants are [C:1]1([CH2:7][CH2:8][CH2:9][SH:10])[CH:6]=[CH:5][CH:4]=[CH:3][CH:2]=1.[H-].[Na+].Cl[C:14]1[CH:19]=[CH:18][CH:17]=[C:16]([C:20]#[N:21])[N:15]=1.C(OCC)(=O)C. The catalyst is C1COCC1.O. The product is [C:20]([C:16]1[CH:17]=[CH:18][CH:19]=[C:14]([S:10][CH2:9][CH2:8][CH2:7][C:1]2[CH:6]=[CH:5][CH:4]=[CH:3][CH:2]=2)[N:15]=1)#[N:21]. The yield is 1.00.